Dataset: Forward reaction prediction with 1.9M reactions from USPTO patents (1976-2016). Task: Predict the product of the given reaction. Given the reactants [NH2:1][C:2]1[CH:7]=[CH:6][C:5]([CH3:8])=[CH:4][N:3]=1.[N+:9]([CH2:11][CH2:12][CH2:13][CH2:14][CH2:15][CH2:16][N+:17]#[C-:18])#[C-:10].[CH3:19][O:20][C:21]1[CH:22]=[C:23]([CH:26]=[CH:27][C:28]=1[O:29][CH3:30])[CH:24]=O, predict the reaction product. The product is: [CH3:19][O:20][C:21]1[CH:22]=[C:23]([C:24]2[N:1]=[C:2]3[CH:7]=[CH:6][C:5]([CH3:8])=[CH:4][N:3]3[C:10]=2[NH:9][CH2:11][CH2:12][CH2:13][CH2:14][CH2:15][CH2:16][N+:17]#[C-:18])[CH:26]=[CH:27][C:28]=1[O:29][CH3:30].